From a dataset of Forward reaction prediction with 1.9M reactions from USPTO patents (1976-2016). Predict the product of the given reaction. (1) Given the reactants I[C:2]1[CH:3]=[C:4]([C:12]([O:14][CH3:15])=[O:13])[CH:5]=[C:6]([CH:11]=1)[C:7]([O:9][CH3:10])=[O:8].B1([C:30]2[N:35]=[CH:34][CH:33]=[CH:32][CH:31]=2)OCCN(C2C=CC=CC=2)CCO1.C([O-])([O-])=O.[K+].[K+].C1(P(C2C=CC=CC=2)C2C=CC=CC=2)C=CC=CC=1, predict the reaction product. The product is: [N:35]1[CH:30]=[CH:31][CH:32]=[CH:33][C:34]=1[C:2]1[CH:3]=[C:4]([C:12]([O:14][CH3:15])=[O:13])[CH:5]=[C:6]([CH:11]=1)[C:7]([O:9][CH3:10])=[O:8]. (2) Given the reactants O.[C:2]([OH:6])(=[O:5])[CH:3]=O.[NH:7]1[CH2:11][CH2:10][CH2:9][CH2:8]1.[Br:12][C:13]1[CH:14]=[C:15](B(O)O)[CH:16]=[CH:17][CH:18]=1.[C:22](#N)C, predict the reaction product. The product is: [Br:12][C:13]1[CH:14]=[C:15]([CH:3]([N:7]2[CH2:11][CH2:10][CH2:9][CH2:8]2)[C:2]([O:6][CH3:22])=[O:5])[CH:16]=[CH:17][CH:18]=1. (3) Given the reactants C(OC(=O)[NH:7][C@H:8]1[CH2:11][C@H:10]([O:12][CH2:13][C:14]2[CH:19]=[CH:18][CH:17]=[CH:16][CH:15]=2)[CH2:9]1)(C)(C)C.C(O)(C(F)(F)F)=O, predict the reaction product. The product is: [CH2:13]([O:12][C@H:10]1[CH2:11][C@H:8]([NH2:7])[CH2:9]1)[C:14]1[CH:19]=[CH:18][CH:17]=[CH:16][CH:15]=1. (4) Given the reactants [NH2:1][C:2]1[N:10]=[C:9]2[C:5]([N:6]=[CH:7][N:8]2[C@@H:11]2[O:17][C@H:16]([CH2:18][OH:19])[C@@H:14]([OH:15])[C@@:12]2([CH3:20])[OH:13])=[C:4](Cl)[N:3]=1.[F:22][C:23]([F:27])([F:26])[CH2:24][NH2:25], predict the reaction product. The product is: [NH2:1][C:2]1[N:10]=[C:9]2[C:5]([N:6]=[CH:7][N:8]2[C@@H:11]2[O:17][C@H:16]([CH2:18][OH:19])[C@@H:14]([OH:15])[C@@:12]2([CH3:20])[OH:13])=[C:4]([NH:25][CH2:24][C:23]([F:27])([F:26])[F:22])[N:3]=1. (5) The product is: [Cl:38][C:34]1[CH:33]=[C:32]([CH:37]=[CH:36][CH:35]=1)[CH2:31][NH:30][C:26]1[N:25]=[C:24]([C:23]2[C:18]3[C:19](=[N:20][C:15]([NH:14][CH:11]4[CH2:10][CH2:9][CH:8]([NH2:7])[CH2:13][CH2:12]4)=[N:16][CH:17]=3)[NH:21][N:22]=2)[CH:29]=[CH:28][N:27]=1. Given the reactants C(OC(=O)[NH:7][CH:8]1[CH2:13][CH2:12][CH:11]([NH:14][C:15]2[N:20]=[C:19]3[NH:21][N:22]=[C:23]([C:24]4[CH:29]=[CH:28][N:27]=[C:26]([NH:30][CH2:31][C:32]5[CH:37]=[CH:36][CH:35]=[C:34]([Cl:38])[CH:33]=5)[N:25]=4)[C:18]3=[CH:17][N:16]=2)[CH2:10][CH2:9]1)(C)(C)C, predict the reaction product. (6) Given the reactants [C:1]([C:3]1[CH:11]=[CH:10][C:6]([C:7]([OH:9])=[O:8])=[CH:5][C:4]=1[F:12])#[N:2].[CH3:13]O, predict the reaction product. The product is: [CH3:13][O:8][C:7](=[O:9])[C:6]1[CH:10]=[CH:11][C:3]([C:1]#[N:2])=[C:4]([F:12])[CH:5]=1. (7) Given the reactants [Br:1][C:2]1[C:19]([O:20][CH3:21])=[CH:18][C:5]2[CH2:6][CH2:7][C:8]3[C:12]([C:4]=2[CH:3]=1)=[N:11][NH:10][C:9]=3[C:13]([O:15][CH2:16][CH3:17])=[O:14].CC(C)([O-])C.[Li+].[C:28]([NH:35][CH2:36][CH2:37]Br)([O:30][C:31]([CH3:34])([CH3:33])[CH3:32])=[O:29], predict the reaction product. The product is: [Br:1][C:2]1[C:19]([O:20][CH3:21])=[CH:18][C:5]2[CH2:6][CH2:7][C:8]3[C:12]([C:4]=2[CH:3]=1)=[N:11][N:10]([CH2:37][CH2:36][NH:35][C:28]([O:30][C:31]([CH3:34])([CH3:33])[CH3:32])=[O:29])[C:9]=3[C:13]([O:15][CH2:16][CH3:17])=[O:14].